This data is from Reaction yield outcomes from USPTO patents with 853,638 reactions. The task is: Predict the reaction yield, written as a fraction of the theoretical maximum amount of product (1.0 means a 100% yield; for example, 0.34 means a 34% yield). (1) The reactants are [OH:1][CH2:2][CH2:3][O:4][CH:5]1[CH2:10][CH2:9][CH:8]([C:11]([O:13][CH2:14][CH3:15])=[O:12])[CH2:7][CH2:6]1.[C:16]1(P([C:16]2[CH:21]=[CH:20][CH:19]=[CH:18][CH:17]=2)[C:16]2[CH:21]=[CH:20][CH:19]=[CH:18][CH:17]=2)[CH:21]=[CH:20][CH:19]=[CH:18][CH:17]=1.C1(O)C=CC=CC=1.N(C(OC(C)C)=O)=NC(OC(C)C)=O. The catalyst is C1(C)C=CC=CC=1. The product is [O:1]([CH2:2][CH2:3][O:4][CH:5]1[CH2:10][CH2:9][CH:8]([C:11]([O:13][CH2:14][CH3:15])=[O:12])[CH2:7][CH2:6]1)[C:16]1[CH:21]=[CH:20][CH:19]=[CH:18][CH:17]=1. The yield is 0.560. (2) The reactants are [CH3:1][C:2]1[CH:11]=[CH:10][C:9]2[C:4](=[CH:5][CH:6]=[CH:7][C:8]=2[N:12]2[CH2:17][CH2:16][NH:15][C@H:14]([CH3:18])[CH2:13]2)[N:3]=1.CS(O[CH2:24][CH2:25][C:26]1[CH:31]=[CH:30][CH:29]=[C:28]([N:32]2[CH2:36][CH2:35][O:34][C:33]2=[O:37])[CH:27]=1)(=O)=O. No catalyst specified. The product is [CH3:18][C@@H:14]1[CH2:13][N:12]([C:8]2[CH:7]=[CH:6][CH:5]=[C:4]3[C:9]=2[CH:10]=[CH:11][C:2]([CH3:1])=[N:3]3)[CH2:17][CH2:16][N:15]1[CH2:24][CH2:25][C:26]1[CH:27]=[C:28]([N:32]2[CH2:36][CH2:35][O:34][C:33]2=[O:37])[CH:29]=[CH:30][CH:31]=1. The yield is 0.330.